From a dataset of Forward reaction prediction with 1.9M reactions from USPTO patents (1976-2016). Predict the product of the given reaction. (1) Given the reactants [CH3:1][C:2]([CH3:18])([CH2:16][CH3:17])[C:3](=[O:15])[C:4]([N:6]1[CH:10]([C:11]([O:13]C)=[O:12])[CH2:9][O:8][CH2:7]1)=[O:5].[Li+].[OH-], predict the reaction product. The product is: [CH3:1][C:2]([CH3:18])([CH2:16][CH3:17])[C:3](=[O:15])[C:4]([N:6]1[CH:10]([C:11]([OH:13])=[O:12])[CH2:9][O:8][CH2:7]1)=[O:5]. (2) Given the reactants [CH3:1][N:2]([CH3:27])[C:3]([C:5]1[CH:25]=[CH:24][C:8]([O:9][C:10]2[C:15]3[CH2:16][C:17]([CH3:20])([CH3:19])[O:18][C:14]=3[CH:13]=[C:12]([C:21](O)=[O:22])[CH:11]=2)=[CH:7][C:6]=1[F:26])=[O:4].[NH2:28][C:29]1[CH:37]=[CH:36][C:32]([C:33]([NH2:35])=[O:34])=[CH:31][N:30]=1, predict the reaction product. The product is: [CH3:1][N:2]([CH3:27])[C:3]([C:5]1[CH:25]=[CH:24][C:8]([O:9][C:10]2[C:15]3[CH2:16][C:17]([CH3:19])([CH3:20])[O:18][C:14]=3[CH:13]=[C:12]([C:21]([NH:28][C:29]3[CH:37]=[CH:36][C:32]([C:33]([NH2:35])=[O:34])=[CH:31][N:30]=3)=[O:22])[CH:11]=2)=[CH:7][C:6]=1[F:26])=[O:4]. (3) The product is: [CH3:1][O:2][C@H:3]1[CH2:7][CH2:6][N:5]([C:8](=[O:28])[C@@H:9]([NH:16][CH3:17])[C:10]2[CH:15]=[CH:14][CH:13]=[CH:12][CH:11]=2)[CH2:4]1. Given the reactants [CH3:1][O:2][C@H:3]1[CH2:7][CH2:6][N:5]([C:8](=[O:28])[C@@H:9]([N:16](C)[C:17](=O)OCC2C=CC=CC=2)[C:10]2[CH:15]=[CH:14][CH:13]=[CH:12][CH:11]=2)[CH2:4]1, predict the reaction product. (4) Given the reactants [CH3:1][C:2]1[C:7]([CH2:8][CH2:9][CH2:10][CH:11]=[CH2:12])=[CH:6][CH:5]=[CH:4][CH:3]=1, predict the reaction product. The product is: [CH3:12][CH:11]1[C:6]2[C:7](=[C:2]([CH3:1])[CH:3]=[CH:4][CH:5]=2)[CH2:8][CH2:9][CH2:10]1. (5) Given the reactants [Cl:1][C:2]1[CH:7]=[CH:6][C:5]([NH:8][C:9](=[NH:13])[CH2:10][CH2:11][CH3:12])=[CH:4][CH:3]=1.C([O-])(O)=O.[Na+].Br[CH2:20][C:21](=O)[C:22]([O:24][CH2:25][CH3:26])=[O:23].CC(O)=O, predict the reaction product. The product is: [Cl:1][C:2]1[CH:3]=[CH:4][C:5]([N:8]2[CH:20]=[C:21]([C:22]([O:24][CH2:25][CH3:26])=[O:23])[N:13]=[C:9]2[CH2:10][CH2:11][CH3:12])=[CH:6][CH:7]=1.